This data is from NCI-60 drug combinations with 297,098 pairs across 59 cell lines. The task is: Regression. Given two drug SMILES strings and cell line genomic features, predict the synergy score measuring deviation from expected non-interaction effect. (1) Drug 1: CC1CC2C3CCC4=CC(=O)C=CC4(C3(C(CC2(C1(C(=O)CO)O)C)O)F)C. Drug 2: CC1(CCCN1)C2=NC3=C(C=CC=C3N2)C(=O)N. Cell line: UACC62. Synergy scores: CSS=6.42, Synergy_ZIP=7.04, Synergy_Bliss=11.1, Synergy_Loewe=7.22, Synergy_HSA=7.09. (2) Cell line: MCF7. Drug 2: C1C(C(OC1N2C=NC3=C(N=C(N=C32)Cl)N)CO)O. Synergy scores: CSS=11.2, Synergy_ZIP=-0.482, Synergy_Bliss=4.59, Synergy_Loewe=2.81, Synergy_HSA=2.47. Drug 1: COC1=C(C=C2C(=C1)N=CN=C2NC3=CC(=C(C=C3)F)Cl)OCCCN4CCOCC4.